The task is: Predict the product of the given reaction.. This data is from Forward reaction prediction with 1.9M reactions from USPTO patents (1976-2016). (1) Given the reactants [Cl:1][C:2]1[CH:3]=[C:4]([C:9]2[S:13][C:12]([CH2:14]O)=[N:11][CH:10]=2)[CH:5]=[CH:6][C:7]=1[Cl:8].C(N(CC)CC)C.CS(Cl)(=O)=O.[NH:28]1[CH:32]=[C:31]([C:33]([O:35][CH2:36][CH3:37])=[O:34])[CH:30]=[N:29]1.C(=O)([O-])[O-].[K+].[K+], predict the reaction product. The product is: [Cl:1][C:2]1[CH:3]=[C:4]([C:9]2[S:13][C:12]([CH2:14][N:28]3[CH:32]=[C:31]([C:33]([O:35][CH2:36][CH3:37])=[O:34])[CH:30]=[N:29]3)=[N:11][CH:10]=2)[CH:5]=[CH:6][C:7]=1[Cl:8]. (2) Given the reactants [NH2:1][C:2]1[CH2:3][C:4]([C:17]([O:19]C(C)(C)C)=[O:18])=[CH:5][C:6]2[CH:12]=[CH:11][C:10]([C:13]([O:15][CH3:16])=[O:14])=[CH:9][C:7]=2[N:8]=1.[ClH:24], predict the reaction product. The product is: [ClH:24].[NH2:1][C:2]1[CH2:3][C:4]([C:17]([OH:19])=[O:18])=[CH:5][C:6]2[CH:12]=[CH:11][C:10]([C:13]([O:15][CH3:16])=[O:14])=[CH:9][C:7]=2[N:8]=1. (3) The product is: [F:11][C:12]1[CH:17]=[CH:16][C:15]([F:18])=[CH:14][C:13]=1[C:19]1[CH2:23][N:22]([CH2:24][CH:25]([S:26]([CH2:29][CH3:30])(=[O:27])=[O:28])[CH3:38])[C@H:21]([C:31]2[CH:32]=[CH:33][CH:34]=[CH:35][CH:36]=2)[CH:20]=1. Given the reactants C[Si]([N-][Si](C)(C)C)(C)C.[Li+].[F:11][C:12]1[CH:17]=[CH:16][C:15]([F:18])=[CH:14][C:13]=1[C:19]1[CH2:23][N:22]([CH2:24][CH2:25][S:26]([CH2:29][CH3:30])(=[O:28])=[O:27])[C@H:21]([C:31]2[CH:36]=[CH:35][CH:34]=[CH:33][CH:32]=2)[CH:20]=1.I[CH3:38], predict the reaction product. (4) Given the reactants C([CH2:8][NH:9][CH2:10][C@H:11]([OH:14])[CH2:12][Cl:13])C1C=CC=CC=1.[CH3:15][C:16]([O:19][C:20](O[C:20]([O:19][C:16]([CH3:18])([CH3:17])[CH3:15])=[O:21])=[O:21])([CH3:18])[CH3:17].[H][H], predict the reaction product. The product is: [C:16]([O:19][C:20](=[O:21])[N:9]([CH2:10][C@H:11]([OH:14])[CH2:12][Cl:13])[CH3:8])([CH3:18])([CH3:17])[CH3:15]. (5) The product is: [Br:28][C:9]1[C:10]([CH3:11])=[C:5]2[CH2:4][CH2:3][N:2]([CH3:1])[C:6]2=[N:7][C:8]=1[CH2:12][CH2:13][CH2:14][CH2:15][CH2:16][CH2:17][CH2:18][CH2:19][CH2:20][CH2:21][CH2:22][CH2:23][CH2:24][CH2:25][CH2:26][CH3:27]. Given the reactants [CH3:1][N:2]1[C:6]2=[N:7][C:8]([CH2:12][CH2:13][CH2:14][CH2:15][CH2:16][CH2:17][CH2:18][CH2:19][CH2:20][CH2:21][CH2:22][CH2:23][CH2:24][CH2:25][CH2:26][CH3:27])=[CH:9][C:10]([CH3:11])=[C:5]2[CH2:4][CH2:3]1.[Br:28]N1C(C)(C)C(=O)N(Br)C1=O, predict the reaction product.